Dataset: Reaction yield outcomes from USPTO patents with 853,638 reactions. Task: Predict the reaction yield, written as a fraction of the theoretical maximum amount of product (1.0 means a 100% yield; for example, 0.34 means a 34% yield). (1) The reactants are [F:1][C:2]1[CH:3]=[C:4]([CH:10]([O:13][Si](C)(C)C)[C:11]#N)[CH:5]=[CH:6][C:7]=1[S:8][CH3:9].C[Si](C)(C)[N-][Si](C)(C)C.[Li+].C(Br)[C:29]1[CH:34]=[CH:33][CH:32]=[CH:31][CH:30]=1.Cl. The catalyst is O1CCCC1.C(OCC)(=O)C. The product is [F:1][C:2]1[CH:3]=[C:4]([C:10](=[O:13])[CH2:11][C:29]2[CH:34]=[CH:33][CH:32]=[CH:31][CH:30]=2)[CH:5]=[CH:6][C:7]=1[S:8][CH3:9]. The yield is 0.550. (2) The reactants are [C:1]([O:5][C:6]([NH:8][CH2:9][CH:10]([O:36][Si:37]([C:40]([CH3:43])([CH3:42])[CH3:41])([CH3:39])[CH3:38])[CH2:11][O:12][C:13]1[CH:14]=[C:15]([C:19]2[CH:20]=[C:21]([C:31]([O:33]CC)=[O:32])[C:22]3[C:23](=[N:25][N:26]([CH:28]([CH3:30])[CH3:29])[CH:27]=3)[N:24]=2)[CH:16]=[CH:17][CH:18]=1)=[O:7])([CH3:4])([CH3:3])[CH3:2].[OH-].[Na+]. The catalyst is CCO.O. The product is [C:1]([O:5][C:6]([NH:8][CH2:9][CH:10]([O:36][Si:37]([C:40]([CH3:42])([CH3:41])[CH3:43])([CH3:38])[CH3:39])[CH2:11][O:12][C:13]1[CH:14]=[C:15]([C:19]2[CH:20]=[C:21]([C:31]([OH:33])=[O:32])[C:22]3[C:23](=[N:25][N:26]([CH:28]([CH3:30])[CH3:29])[CH:27]=3)[N:24]=2)[CH:16]=[CH:17][CH:18]=1)=[O:7])([CH3:4])([CH3:2])[CH3:3]. The yield is 0.660. (3) The reactants are [OH:1][N:2]=[C:3](Cl)[C:4]1[CH:8]=[CH:7][S:6][CH:5]=1.[C:10]([O:15][CH2:16][CH3:17])(=[O:14])[C:11]#[C:12][CH3:13]. No catalyst specified. The product is [CH2:16]([O:15][C:10]([C:11]1[C:3]([C:4]2[CH:8]=[CH:7][S:6][CH:5]=2)=[N:2][O:1][C:12]=1[CH3:13])=[O:14])[CH3:17]. The yield is 0.910.